This data is from TCR-epitope binding with 47,182 pairs between 192 epitopes and 23,139 TCRs. The task is: Binary Classification. Given a T-cell receptor sequence (or CDR3 region) and an epitope sequence, predict whether binding occurs between them. The epitope is FLKEKGGL. The TCR CDR3 sequence is CASSVLAGHGNGQFF. Result: 1 (the TCR binds to the epitope).